This data is from Reaction yield outcomes from USPTO patents with 853,638 reactions. The task is: Predict the reaction yield, written as a fraction of the theoretical maximum amount of product (1.0 means a 100% yield; for example, 0.34 means a 34% yield). (1) The reactants are [CH3:1][O:2][C:3]1[CH:4]=[C:5]([CH:7]=[CH:8][C:9]=1[O:10][CH3:11])[NH2:6].N1C=CC=CC=1.[Cl:18][C:19]1[CH:24]=[C:23]([O:25][C:26]2[C:27]3[N:34]([CH3:35])[CH:33]=[CH:32][C:28]=3[N:29]=[CH:30][N:31]=2)[CH:22]=[CH:21][C:20]=1[NH:36][C:37](=O)[O:38]C1C=CC=CC=1. The catalyst is CN1CCCC1=O. The product is [Cl:18][C:19]1[CH:24]=[C:23]([O:25][C:26]2[C:27]3[N:34]([CH3:35])[CH:33]=[CH:32][C:28]=3[N:29]=[CH:30][N:31]=2)[CH:22]=[CH:21][C:20]=1[NH:36][C:37]([NH:6][C:5]1[CH:7]=[CH:8][C:9]([O:10][CH3:11])=[C:3]([O:2][CH3:1])[CH:4]=1)=[O:38]. The yield is 0.810. (2) The catalyst is C(O)(=O)C. The product is [NH2:8][C:6]1[C:5]([CH3:9])=[CH:4][N:3]=[C:2]([NH:10][C:11]2[CH:12]=[CH:13][C:14]([O:15][CH:16]3[CH2:21][CH2:20][N:19]([C:22]([O:24][C:25]([CH3:26])([CH3:27])[CH3:28])=[O:23])[CH2:18][CH2:17]3)=[CH:29][CH:30]=2)[N:7]=1. The reactants are Cl[C:2]1[N:7]=[C:6]([NH2:8])[C:5]([CH3:9])=[CH:4][N:3]=1.[NH2:10][C:11]1[CH:30]=[CH:29][C:14]([O:15][CH:16]2[CH2:21][CH2:20][N:19]([C:22]([O:24][C:25]([CH3:28])([CH3:27])[CH3:26])=[O:23])[CH2:18][CH2:17]2)=[CH:13][CH:12]=1. The yield is 0.950.